From a dataset of Full USPTO retrosynthesis dataset with 1.9M reactions from patents (1976-2016). Predict the reactants needed to synthesize the given product. (1) Given the product [Br:1][C:2]1[CH:7]=[CH:6][CH:5]=[CH:4][C:3]=1[CH2:8][NH:9][N:10]1[C:19]2[C:14](=[CH:15][CH:16]=[CH:17][CH:18]=2)[C:13]([OH:20])=[C:12]([C:21]2[NH:26][C:25]3[CH:27]=[CH:28][CH:29]=[CH:30][C:24]=3[S:23](=[O:32])(=[O:31])[N:22]=2)[C:11]1=[O:33], predict the reactants needed to synthesize it. The reactants are: [Br:1][C:2]1[CH:7]=[CH:6][CH:5]=[CH:4][C:3]=1[CH:8]=[N:9][N:10]1[C:19]2[C:14](=[CH:15][CH:16]=[CH:17][CH:18]=2)[C:13]([OH:20])=[C:12]([C:21]2[NH:26][C:25]3[CH:27]=[CH:28][CH:29]=[CH:30][C:24]=3[S:23](=[O:32])(=[O:31])[N:22]=2)[C:11]1=[O:33].CO.[BH4-].[Li+].Cl. (2) Given the product [S:60]1[CH2:59][CH2:58][N:57]=[C:55]1[C:42]1[NH:43][C:44]2[C:40]([CH:41]=1)=[CH:39][CH:38]=[C:37]([CH3:36])[C:45]=2[NH:46][S:47]([C:50]1[S:51][CH:52]=[CH:53][CH:54]=1)(=[O:49])=[O:48], predict the reactants needed to synthesize it. The reactants are: C1(P(=O)(C2C=CC=CC=2)C2C=CC=CC=2)C=CC=CC=1.FC(F)(F)S(OS(C(F)(F)F)(=O)=O)(=O)=O.[CH3:36][C:37]1[C:45]([NH:46][S:47]([C:50]2[S:51][CH:52]=[CH:53][CH:54]=2)(=[O:49])=[O:48])=[C:44]2[C:40]([CH:41]=[C:42]([C:55]([NH:57][CH2:58][CH2:59][S:60]C(C3C=CC=CC=3)(C3C=CC=CC=3)C3C=CC=CC=3)=O)[NH:43]2)=[CH:39][CH:38]=1.C(=O)([O-])O.[Na+]. (3) The reactants are: Br[C:2]1[CH:7]=[CH:6][CH:5]=[C:4]([S:8][CH2:9][CH3:10])[CH:3]=1.[Li]CCCC.C1CCCCC1.[CH:22]([CH:24]1[CH2:29][CH2:28][O:27][CH2:26][CH2:25]1)=[O:23]. Given the product [CH2:9]([S:8][C:4]1[CH:3]=[C:2]([CH:22]([CH:24]2[CH2:29][CH2:28][O:27][CH2:26][CH2:25]2)[OH:23])[CH:7]=[CH:6][CH:5]=1)[CH3:10], predict the reactants needed to synthesize it. (4) The reactants are: [C:1]([NH:5][C:6]1[C:7]([NH2:12])=[CH:8][CH:9]=[CH:10][CH:11]=1)([CH3:4])([CH3:3])[CH3:2].[C:13](N1C=CN=C1)(N1C=CN=C1)=[O:14].Cl. Given the product [C:1]([N:5]1[C:6]2[CH:11]=[CH:10][CH:9]=[CH:8][C:7]=2[NH:12][C:13]1=[O:14])([CH3:4])([CH3:2])[CH3:3], predict the reactants needed to synthesize it. (5) Given the product [CH3:1][O:2][C:3]1[CH:4]=[C:5]([C:13]([OH:15])=[O:14])[CH:6]=[C:7]2[C:11]=1[NH:10][N:9]=[C:8]2[CH3:12], predict the reactants needed to synthesize it. The reactants are: [CH3:1][O:2][C:3]1[CH:4]=[C:5]([C:13]([O:15]CC)=[O:14])[CH:6]=[C:7]2[C:11]=1[NH:10][N:9]=[C:8]2[CH3:12].[Li+].[OH-]. (6) Given the product [C:17]([C:16]1[CH:15]=[CH:14][N:13]=[C:12]([OH:22])[C:11]=1[O:10][C:8]1[CH:7]=[C:4]([CH:3]=[C:2]([Cl:1])[CH:9]=1)[C:5]#[N:6])(=[O:19])[CH3:18], predict the reactants needed to synthesize it. The reactants are: [Cl:1][C:2]1[CH:3]=[C:4]([CH:7]=[C:8]([O:10][C:11]2[C:12]([OH:22])=[N:13][CH:14]=[CH:15][C:16]=2[C:17]([O:19]CC)=[CH2:18])[CH:9]=1)[C:5]#[N:6].C1C=CC(P(C2C=CC=CC=2)C2C=CC=CC=2)=CC=1.Cl. (7) Given the product [C:41]([N:7]1[CH2:6][CH:5]2[CH2:1][N:2]([C:9]3[CH:10]=[N:11][C:12]([O:18][C:19]4[CH:20]=[CH:21][C:22]([O:25][C:26]5[CH:27]=[CH:28][CH:29]=[CH:30][CH:31]=5)=[CH:23][CH:24]=4)=[C:13]([CH:17]=3)[C:14]([NH2:16])=[O:15])[CH2:3][CH:4]2[CH2:8]1)(=[O:45])/[CH:42]=[CH:43]/[CH3:44], predict the reactants needed to synthesize it. The reactants are: [CH2:1]1[CH:5]2[CH2:6][NH:7][CH2:8][CH:4]2[CH2:3][N:2]1[C:9]1[CH:10]=[N:11][C:12]([O:18][C:19]2[CH:24]=[CH:23][C:22]([O:25][C:26]3[CH:31]=[CH:30][CH:29]=[CH:28][CH:27]=3)=[CH:21][CH:20]=2)=[C:13]([CH:17]=1)[C:14]([NH2:16])=[O:15].C(N(CC)C(C)C)(C)C.[C:41](Cl)(=[O:45])/[CH:42]=[CH:43]/[CH3:44]. (8) Given the product [CH:27]1([CH:31]([N:33]2[CH2:38][CH2:37][C:36]3([CH2:42][C:41]4[CH:43]=[C:44]([C:47]5[CH:48]=[CH:49][C:50]([CH2:51][NH2:52])=[CH:53][CH:54]=5)[CH:45]=[CH:46][C:40]=4[O:39]3)[CH2:35][CH2:34]2)[CH3:32])[CH2:30][CH2:29][CH2:28]1, predict the reactants needed to synthesize it. The reactants are: C1(N2CCC3(CC4C=C(C5C=CC(CN)=CC=5)C=CC=4O3)CC2)CCC1.[CH:27]1([CH:31]([N:33]2[CH2:38][CH2:37][C:36]3([CH2:42][C:41]4[CH:43]=[C:44]([C:47]5[CH:54]=[CH:53][C:50]([C:51]#[N:52])=[CH:49][CH:48]=5)[CH:45]=[CH:46][C:40]=4[O:39]3)[CH2:35][CH2:34]2)[CH3:32])[CH2:30][CH2:29][CH2:28]1.